From a dataset of Forward reaction prediction with 1.9M reactions from USPTO patents (1976-2016). Predict the product of the given reaction. (1) Given the reactants [F:1][C:2]1[CH:10]=[CH:9][CH:8]=[C:7]2[C:3]=1[C:4]([CH2:18][N:19]1[C:27]3[N:26]=[CH:25][NH:24][C:23]=3[C:22](=[O:28])[NH:21][C:20]1=[S:29])=[CH:5][N:6]2C(OC(C)(C)C)=O.C1C(I)=C(OC2C=C(I)C(O)=C(I)C=2)C(I)=CC=1C(O)=O, predict the reaction product. The product is: [F:1][C:2]1[CH:10]=[CH:9][CH:8]=[C:7]2[C:3]=1[C:4]([CH2:18][N:19]1[C:27]3[N:26]=[CH:25][NH:24][C:23]=3[C:22](=[O:28])[NH:21][C:20]1=[S:29])=[CH:5][NH:6]2. (2) Given the reactants [NH2:1][C:2]1[CH:7]=[CH:6][C:5]([C:8]2[N:13]=[C:12]3[N:14]([CH2:17][C:18]([F:21])([F:20])[F:19])[N:15]=[CH:16][C:11]3=[C:10]([N:22]3[CH2:29][CH:28]4[O:30][CH:24]([CH2:25][N:26]([C:31]([O:33][C:34]([CH3:37])([CH3:36])[CH3:35])=[O:32])[CH2:27]4)[CH2:23]3)[N:9]=2)=[CH:4][CH:3]=1.[Cl:38]C(Cl)(OC(=O)OC(Cl)(Cl)Cl)Cl.NC1C=CN=CC=1.N(C1C=CC(C2N=C3N(CC(F)(F)F)N=CC3=C([N:80]3[CH2:87][CH:86]4O[CH:82](C[N:84]([C:89]([O:91]C(C)(C)C)=O)[CH2:85]4)[CH2:81]3)N=2)=CC=1)=C=O, predict the reaction product. The product is: [ClH:38].[N:80]1[CH:81]=[CH:82][C:85]([NH:84][C:89](=[O:91])[NH:1][C:2]2[CH:3]=[CH:4][C:5]([C:8]3[N:13]=[C:12]4[N:14]([CH2:17][C:18]([F:20])([F:21])[F:19])[N:15]=[CH:16][C:11]4=[C:10]([N:22]4[CH2:29][CH:28]5[O:30][CH:24]([CH2:25][N:26]([C:31]([O:33][C:34]([CH3:37])([CH3:36])[CH3:35])=[O:32])[CH2:27]5)[CH2:23]4)[N:9]=3)=[CH:6][CH:7]=2)=[CH:86][CH:87]=1. (3) Given the reactants [Cl:1][C:2]1[CH:3]=[CH:4][C:5]([C@:8]([C:21]2[CH:26]=[C:25]([C:27]([F:30])([F:29])[F:28])[CH:24]=[C:23]([F:31])[CH:22]=2)([NH:14][C:15](=[O:20])[C:16]([CH3:19])([CH3:18])[CH3:17])[CH2:9][C:10]([O:12]C)=[O:11])=[N:6][CH:7]=1.[Li+].[OH-].Cl, predict the reaction product. The product is: [Cl:1][C:2]1[CH:3]=[CH:4][C:5]([C@:8]([C:21]2[CH:26]=[C:25]([C:27]([F:30])([F:28])[F:29])[CH:24]=[C:23]([F:31])[CH:22]=2)([NH:14][C:15](=[O:20])[C:16]([CH3:19])([CH3:18])[CH3:17])[CH2:9][C:10]([OH:12])=[O:11])=[N:6][CH:7]=1. (4) Given the reactants [CH:1]1([CH:4]([OH:6])[CH3:5])[CH2:3][CH2:2]1.[C:7](N1C=CN=C1)(N1C=CN=C1)=[O:8].[CH3:19][N:20]([CH2:27][C:28]1[CH:33]=[CH:32][C:31]([C:34]2[CH:39]=[CH:38][C:37]([S:40]([CH3:43])(=[O:42])=[O:41])=[CH:36][CH:35]=2)=[CH:30][N:29]=1)[CH:21]1[CH2:26][CH2:25][NH:24][CH2:23][CH2:22]1, predict the reaction product. The product is: [CH3:19][N:20]([CH2:27][C:28]1[CH:33]=[CH:32][C:31]([C:34]2[CH:39]=[CH:38][C:37]([S:40]([CH3:43])(=[O:42])=[O:41])=[CH:36][CH:35]=2)=[CH:30][N:29]=1)[CH:21]1[CH2:26][CH2:25][N:24]([C:7]([O:6][CH:4]([CH:1]2[CH2:3][CH2:2]2)[CH3:5])=[O:8])[CH2:23][CH2:22]1. (5) Given the reactants [N+:1]1([O-])[CH:6]=[CH:5][CH:4]=[C:3]2[CH2:7][CH2:8][CH2:9][C:2]=12.[C:11]([O:14]C(=O)C)(=[O:13])[CH3:12], predict the reaction product. The product is: [C:11]([O:14][CH:9]1[C:2]2=[N:1][CH:6]=[CH:5][CH:4]=[C:3]2[CH2:7][CH2:8]1)(=[O:13])[CH3:12].